This data is from Full USPTO retrosynthesis dataset with 1.9M reactions from patents (1976-2016). The task is: Predict the reactants needed to synthesize the given product. (1) Given the product [ClH:1].[CH3:7][NH:9][CH2:10][CH2:11][C@H:12]1[CH2:17][CH2:16][C@H:15]([CH2:18][CH2:19][CH2:20][O:21][S:22]([CH3:25])(=[O:24])=[O:23])[CH2:14][CH2:13]1, predict the reactants needed to synthesize it. The reactants are: [ClH:1].C(O[C:7]([N:9](C)[CH2:10][CH2:11][C@H:12]1[CH2:17][CH2:16][C@H:15]([CH2:18][CH2:19][CH2:20][O:21][S:22]([CH3:25])(=[O:24])=[O:23])[CH2:14][CH2:13]1)=O)(C)(C)C. (2) Given the product [OH:9][C@H:6]1[CH2:7][CH2:8][C@H:3]([N:2]2[C:19](=[O:20])[C:18]3[C:17](=[CH:24][CH:23]=[CH:22][CH:21]=3)[C:16]2=[O:25])[CH2:4][CH2:5]1, predict the reactants needed to synthesize it. The reactants are: Cl.[NH2:2][C@H:3]1[CH2:8][CH2:7][C@H:6]([OH:9])[CH2:5][CH2:4]1.C(N1[C:19](=[O:20])[C:18]2=[CH:21][CH:22]=[CH:23][CH:24]=[C:17]2[C:16]1=[O:25])(OCC)=O.C(N(CC)CC)C. (3) The reactants are: [CH:1]1([C:6]2[CH:31]=[CH:30][C:9]([CH2:10][O:11][C:12]3[CH:20]=[CH:19][C:18]4[NH:17][C:16]5[CH:21]([CH2:24][C:25]([O:27]CC)=[O:26])[CH2:22][CH2:23][C:15]=5[C:14]=4[CH:13]=3)=[CH:8][C:7]=2[C:32]([F:35])([F:34])[F:33])[CH2:5][CH2:4][CH2:3][CH2:2]1.[OH-].[Li+]. Given the product [CH:1]1([C:6]2[CH:31]=[CH:30][C:9]([CH2:10][O:11][C:12]3[CH:20]=[CH:19][C:18]4[NH:17][C:16]5[CH:21]([CH2:24][C:25]([OH:27])=[O:26])[CH2:22][CH2:23][C:15]=5[C:14]=4[CH:13]=3)=[CH:8][C:7]=2[C:32]([F:35])([F:33])[F:34])[CH2:5][CH2:4][CH2:3][CH2:2]1, predict the reactants needed to synthesize it.